This data is from Full USPTO retrosynthesis dataset with 1.9M reactions from patents (1976-2016). The task is: Predict the reactants needed to synthesize the given product. Given the product [Br:1][C:2]1[CH:7]=[CH:6][C:5]([S:31]([CH2:11][CH3:12])(=[O:33])=[O:32])=[CH:4][N:3]=1, predict the reactants needed to synthesize it. The reactants are: [Br:1][C:2]1[CH:7]=[CH:6][C:5](Br)=[CH:4][N:3]=1.C([Li])C[CH2:11][CH3:12].C(SSCC)C.ClC1C=C(C=CC=1)C(OO)=O.[S:31]([O-])([O-:33])=[O:32].[Na+].[Na+].